From a dataset of Full USPTO retrosynthesis dataset with 1.9M reactions from patents (1976-2016). Predict the reactants needed to synthesize the given product. Given the product [C:30]([O:29][C:28](=[O:34])[NH:27][C@@H:22]1[C@H:21]([NH:20][C:16]2[N:17]=[CH:18][C:13]3[S:12][CH:11]=[C:10]([C:8](=[O:9])[NH:7][C:5]4[CH:4]=[N:3][N:2]([CH3:1])[CH:6]=4)[C:14]=3[N:15]=2)[CH2:26][CH2:25][O:24][CH2:23]1)([CH3:33])([CH3:31])[CH3:32], predict the reactants needed to synthesize it. The reactants are: [CH3:1][N:2]1[CH:6]=[C:5]([NH:7][C:8]([C:10]2[C:14]3[N:15]=[C:16](Cl)[N:17]=[CH:18][C:13]=3[S:12][CH:11]=2)=[O:9])[CH:4]=[N:3]1.[NH2:20][C@@H:21]1[CH2:26][CH2:25][O:24][CH2:23][C@@H:22]1[NH:27][C:28](=[O:34])[O:29][C:30]([CH3:33])([CH3:32])[CH3:31].C(N(C(C)C)CC)(C)C.